Dataset: Full USPTO retrosynthesis dataset with 1.9M reactions from patents (1976-2016). Task: Predict the reactants needed to synthesize the given product. (1) Given the product [Cl:1][C:2]1[C:3]([F:10])=[CH:4][CH:5]=[C:6]([O:8][CH3:9])[C:7]=1[CH:16]=[O:17], predict the reactants needed to synthesize it. The reactants are: [Cl:1][C:2]1[CH:7]=[C:6]([O:8][CH3:9])[CH:5]=[CH:4][C:3]=1[F:10].C([Li])CCC.[CH:16](OC)=[O:17]. (2) Given the product [O:8]=[C:7]1[CH2:6][C:4](=[O:3])[N:10]([C:11]2[CH:21]=[CH:20][C:14]([C:15]([O:17][CH2:18][CH3:19])=[O:16])=[CH:13][CH:12]=2)[NH:9]1, predict the reactants needed to synthesize it. The reactants are: C([O:3][C:4]([CH2:6][C:7]([NH:9][NH:10][C:11]1[CH:21]=[CH:20][C:14]([C:15]([O:17][CH2:18][CH3:19])=[O:16])=[CH:13][CH:12]=1)=[O:8])=O)C.[OH-].[Na+].Cl. (3) Given the product [NH2:9][C:8]([CH3:12])([CH3:7])[CH2:47][NH:50][C:51]([C:53]1[N:61]=[C:60]2[C:56]([N:57]=[CH:58][N:59]2[C@@H:62]2[CH2:66][C@H:65]([N:67]3[CH:71]=[C:70]([CH2:72][OH:73])[CH:69]=[N:68]3)[C@@H:64]([OH:74])[C@H:63]2[OH:75])=[C:55]([NH:76][CH2:77][CH:78]([C:85]2[CH:90]=[CH:89][CH:88]=[CH:87][CH:86]=2)[C:79]2[CH:80]=[CH:81][CH:82]=[CH:83][CH:84]=2)[N:54]=1)=[O:52], predict the reactants needed to synthesize it. The reactants are: COC(C1N=[C:12]2[C:8]([N:9]=CN2[C@@H]2C[C@H](N3C=C(CO)C=N3)C(O)C2O)=[C:7](NCC(C2C=CC=CC=2)C2C=CC=CC=2)N=1)=O.NC1CC[CH:47]([NH:50][C:51]([C:53]2[N:61]=[C:60]3[C:56]([N:57]=[CH:58][N:59]3[C@@H:62]3[CH2:66][C@H:65]([N:67]4[CH:71]=[C:70]([CH2:72][OH:73])[CH:69]=[N:68]4)[C@@H:64]([OH:74])[C@H:63]3[OH:75])=[C:55]([NH:76][CH2:77][CH:78]([C:85]3[CH:90]=[CH:89][CH:88]=[CH:87][CH:86]=3)[C:79]3[CH:84]=[CH:83][CH:82]=[CH:81][CH:80]=3)[N:54]=2)=[O:52])CC1.NCC(N)(C)C. (4) Given the product [NH2:1][CH2:4][CH2:5][O:6][CH2:7][CH2:8][N:9]([CH3:17])[C:10](=[O:16])[O:11][C:12]([CH3:13])([CH3:14])[CH3:15], predict the reactants needed to synthesize it. The reactants are: [N:1]([CH2:4][CH2:5][O:6][CH2:7][CH2:8][N:9]([CH3:17])[C:10](=[O:16])[O:11][C:12]([CH3:15])([CH3:14])[CH3:13])=[N+]=[N-]. (5) Given the product [ClH:13].[NH2:1][C:2]1[N:3]([CH3:22])[C:4](=[O:21])[C:5]([C:7]2[CH:12]=[CH:11][N:10]=[C:9]([Cl:13])[CH:8]=2)([C:14]2[CH:19]=[CH:18][CH:17]=[C:16]([C:32]3[CH:33]=[C:28]([O:27][S:24]([CH3:23])(=[O:26])=[O:25])[CH:29]=[C:30]([O:43][CH3:44])[CH:31]=3)[CH:15]=2)[N:6]=1, predict the reactants needed to synthesize it. The reactants are: [NH2:1][C:2]1[N:3]([CH3:22])[C:4](=[O:21])[C:5]([C:14]2[CH:19]=[CH:18][CH:17]=[C:16](Br)[CH:15]=2)([C:7]2[CH:12]=[CH:11][N:10]=[C:9]([Cl:13])[CH:8]=2)[N:6]=1.[CH3:23][S:24]([O:27][C:28]1[CH:33]=[C:32](B2OC(C)(C)C(C)(C)O2)[CH:31]=[C:30]([O:43][CH3:44])[CH:29]=1)(=[O:26])=[O:25].C(=O)([O-])[O-].[K+].[K+].O. (6) Given the product [Cl:8][C:7]1[C:2]([Cl:1])=[C:3]([C:19]2[S:23][C:22]([CH2:24][OH:25])=[N:21][C:20]=2[C:29]([N:31]2[CH2:36][CH2:35][CH2:34][CH2:33][C@@H:32]2[CH3:37])=[O:30])[CH:4]=[CH:5][C:6]=1[S:9]([NH:10][C@@H:11]([CH3:16])[C:12]([F:13])([F:14])[F:15])(=[O:17])=[O:18], predict the reactants needed to synthesize it. The reactants are: [Cl:1][C:2]1[C:7]([Cl:8])=[C:6]([S:9](=[O:18])(=[O:17])[NH:10][C@@H:11]([CH3:16])[C:12]([F:15])([F:14])[F:13])[CH:5]=[CH:4][C:3]=1[C:19]1[S:23][C:22]([C:24](OCC)=[O:25])=[N:21][C:20]=1[C:29]([N:31]1[CH2:36][CH2:35][CH2:34][CH2:33][C@@H:32]1[CH3:37])=[O:30].C[C@H]1CCCCN1.[BH4-].[Na+]. (7) Given the product [C:20]([O:24][C:25]([N:27]1[CH2:32][CH2:31][CH:30]([CH2:33][NH:34][S:16]([C:14]2[S:15][C:11]([C:5]3[CH:4]=[C:3]([CH2:1][CH3:2])[C:8](=[O:9])[NH:7][C:6]=3[CH3:10])=[CH:12][CH:13]=2)(=[O:18])=[O:17])[CH2:29][CH2:28]1)=[O:26])([CH3:23])([CH3:22])[CH3:21], predict the reactants needed to synthesize it. The reactants are: [CH2:1]([C:3]1[C:8](=[O:9])[NH:7][C:6]([CH3:10])=[C:5]([C:11]2[S:15][C:14]([S:16](Cl)(=[O:18])=[O:17])=[CH:13][CH:12]=2)[CH:4]=1)[CH3:2].[C:20]([O:24][C:25]([N:27]1[CH2:32][CH2:31][CH:30]([CH2:33][NH-:34])[CH2:29][CH2:28]1)=[O:26])([CH3:23])([CH3:22])[CH3:21]. (8) Given the product [NH2:1][C:2]1[N:7]=[C:6]([C:8]2[CH:13]=[CH:12][C:11]([Cl:14])=[C:10]([Cl:15])[CH:9]=2)[C:5]([C:16]2[CH:17]=[CH:18][C:19](=[O:22])[N:20]([CH:23]([CH3:25])[CH3:24])[N:21]=2)=[CH:4][N:3]=1, predict the reactants needed to synthesize it. The reactants are: [NH2:1][C:2]1[N:7]=[C:6]([C:8]2[CH:13]=[CH:12][C:11]([Cl:14])=[C:10]([Cl:15])[CH:9]=2)[C:5]([C:16]2[CH:17]=[CH:18][C:19](=[O:22])[NH:20][N:21]=2)=[CH:4][N:3]=1.[CH:23](I)([CH3:25])[CH3:24].